This data is from Peptide-MHC class I binding affinity with 185,985 pairs from IEDB/IMGT. The task is: Regression. Given a peptide amino acid sequence and an MHC pseudo amino acid sequence, predict their binding affinity value. This is MHC class I binding data. (1) The peptide sequence is TIAVSVYGAI. The MHC is HLA-A02:06 with pseudo-sequence HLA-A02:06. The binding affinity (normalized) is 0.206. (2) The peptide sequence is QYPSGQGSF. The MHC is HLA-A30:02 with pseudo-sequence HLA-A30:02. The binding affinity (normalized) is 0.986. (3) The peptide sequence is RRFFPYTV. The MHC is HLA-B27:05 with pseudo-sequence HLA-B27:05. The binding affinity (normalized) is 0.169.